This data is from Full USPTO retrosynthesis dataset with 1.9M reactions from patents (1976-2016). The task is: Predict the reactants needed to synthesize the given product. (1) Given the product [CH:24]([O:26][CH2:27][CH2:28][O:29][NH:30][C:20]([C:10]1[C:9]([NH:8][C:5]2[CH:6]=[CH:7][C:2]([Br:1])=[CH:3][C:4]=2[Cl:23])=[C:18]([F:19])[C:13]2[N:14]=[CH:15][N:16]([CH3:17])[C:12]=2[CH:11]=1)=[O:22])=[CH2:25], predict the reactants needed to synthesize it. The reactants are: [Br:1][C:2]1[CH:7]=[CH:6][C:5]([NH:8][C:9]2[C:10]([C:20]([OH:22])=O)=[CH:11][C:12]3[N:16]([CH3:17])[CH:15]=[N:14][C:13]=3[C:18]=2[F:19])=[C:4]([Cl:23])[CH:3]=1.[CH:24]([O:26][CH2:27][CH2:28][O:29][NH2:30])=[CH2:25].C1C=CC2N(O)N=NC=2C=1.C(N(CC)CC)C.CCN=C=NCCCN(C)C.Cl. (2) Given the product [ClH:44].[C:1]([O:5][C:6]([N:8]1[CH2:12][CH2:11][CH2:10][CH:9]1[C:13]1[CH:17]=[C:16]([CH2:18][CH:19]([NH2:25])[C:20]([O:22][CH2:23][CH3:24])=[O:21])[O:15][N:14]=1)=[O:7])([CH3:3])([CH3:4])[CH3:2], predict the reactants needed to synthesize it. The reactants are: [C:1]([O:5][C:6]([N:8]1[CH2:12][CH2:11][CH2:10][CH:9]1[C:13]1[CH:17]=[C:16]([CH2:18][CH:19]([N:25]=C(C2C=CC=CC=2)C2C=CC=CC=2)[C:20]([O:22][CH2:23][CH3:24])=[O:21])[O:15][N:14]=1)=[O:7])([CH3:4])([CH3:3])[CH3:2].C(=O)(O)[O-].[Na+].[ClH:44]. (3) Given the product [Br:9][CH2:8][C:5]1[CH:6]=[CH:7][C:2]([F:1])=[N:3][CH:4]=1, predict the reactants needed to synthesize it. The reactants are: [F:1][C:2]1[CH:7]=[CH:6][C:5]([CH3:8])=[CH:4][N:3]=1.[Br:9]N1C(=O)CCC1=O.C(OOC(=O)C1C=CC=CC=1)(=O)C1C=CC=CC=1.